Dataset: Peptide-MHC class I binding affinity with 185,985 pairs from IEDB/IMGT. Task: Regression. Given a peptide amino acid sequence and an MHC pseudo amino acid sequence, predict their binding affinity value. This is MHC class I binding data. (1) The binding affinity (normalized) is 0.0847. The peptide sequence is YRTAVCGLY. The MHC is HLA-B08:02 with pseudo-sequence HLA-B08:02. (2) The peptide sequence is ADMSKLISL. The MHC is HLA-B40:02 with pseudo-sequence HLA-B40:02. The binding affinity (normalized) is 0.477. (3) The peptide sequence is EVAEKDAMY. The MHC is HLA-B48:01 with pseudo-sequence HLA-B48:01. The binding affinity (normalized) is 0.0847.